This data is from Experimentally validated miRNA-target interactions with 360,000+ pairs, plus equal number of negative samples. The task is: Binary Classification. Given a miRNA mature sequence and a target amino acid sequence, predict their likelihood of interaction. (1) The miRNA is mmu-miR-874-3p with sequence CUGCCCUGGCCCGAGGGACCGA. The protein sequence of the target gene is MTETTKTHVILLACGSFNPITKGHIQMFERARDYLHKTGRFIVIGGIVSPVHDSYGKQGLVSSRHRLIMCQLAVQNSDWIRVDPWECYQDTWQTTCSVLEHHRDLMKRVTGCILSNVNTPSMTPVIGQPQNETPQPIYQNSNVATKPTAAKILGKVGESLSRICCVRPPVERFTFVDENANLGTVMRYEEIELRILLLCGSDLLESFCIPGLWNEADMEVIVGDFGIVVVPRDAADTDRIMNHSSILRKYKNNIMVVKDDINHPMSVVSSTKSRLALQHGDGHVVDYLSQPVIDYILKSQ.... Result: 0 (no interaction). (2) The miRNA is hsa-miR-335-5p with sequence UCAAGAGCAAUAACGAAAAAUGU. The protein sequence of the target gene is MEPGKRRTKDDTWKADDLRKHLWAIQSGGSKEERKHREKKLRKESEMDLPEHKEPRCRDPDQDARSRDRVAEVHTAKESPRGERDRDRQRERRRDAKDREKEKLKEKHREAEKSHSRGKDREKEKDRRARKEELRQTVAHHNLLGQETRDRQLLERAERKGRSVSKVRSEEKDEDSERGDEDRERRYRERKLQYGDSKDNPLKYWLYKEEGERRHRKPREPDRDNKHREKSSTREKREKYSKEKSNSFSDKGEERHKEKRHKEGFHFDDERHQSNVDRKEKSAKDEPRKRESQNGEHRNR.... Result: 1 (interaction). (3) The miRNA is hsa-miR-8077 with sequence GGCUGAGUGGGGUUCUGACUCC. The protein sequence of the target gene is MGGCAGSRRRFSDSEGEETVPEPRLPLLDHQGAHWKNAVGFWLLGLCNNFSYVVMLSAAHDILSHKRTSGNQSHVDPGPTPIPHNSSSRFDCNSVSTAAVLLADILPTLVIKLLAPLGLHLLPYSPRVLVSGICAAGSFVLVAFSHSVGTSLCGVVFASISSGLGEVTFLSLTAFYPRAVISWWSSGTGGAGLLGALSYLGLTQAGLSPQQTLLSMLGIPALLLASYFLLLTSPEAQDPGGEEEAESAARQPLIRTEAPESKPGSSSSLSLRERWTVFKGLLWYIVPLVVVYFAEYFINQ.... Result: 0 (no interaction).